Dataset: CYP2D6 inhibition data for predicting drug metabolism from PubChem BioAssay. Task: Regression/Classification. Given a drug SMILES string, predict its absorption, distribution, metabolism, or excretion properties. Task type varies by dataset: regression for continuous measurements (e.g., permeability, clearance, half-life) or binary classification for categorical outcomes (e.g., BBB penetration, CYP inhibition). Dataset: cyp2d6_veith. (1) The drug is COc1ncc2nc(-c3ccc(F)cc3)c(=O)n(CCc3ccccc3)c2n1. The result is 0 (non-inhibitor). (2) The compound is COCCNc1cc(-c2c(C)noc2C)ncn1. The result is 0 (non-inhibitor). (3) The molecule is CCOC(=O)c1sc(NS(=O)(=O)c2ccccc2)nc1C. The result is 0 (non-inhibitor). (4) The drug is COC(=O)[C@@]1(Cc2ccccc2)[C@H]2c3cc(C(=O)N(C)C)n(Cc4nc5ccccc5[nH]4)c3C[C@H]2CN1C(=O)c1ccccc1. The result is 1 (inhibitor). (5) The molecule is C[C@@H]1[C@@H]2Cc3ccc(O)cc3[C@@]1(C)CCN2CC1CC1. The result is 1 (inhibitor). (6) The compound is Cc1cc(NC(=O)CCC(=O)N2CCC3(CC2)OCCO3)no1. The result is 0 (non-inhibitor).